This data is from Forward reaction prediction with 1.9M reactions from USPTO patents (1976-2016). The task is: Predict the product of the given reaction. (1) Given the reactants [CH2:1]([O:3][C:4]([C:6]1[NH:7][N:8]=[C:9]([C:11]2[S:12][CH:13]=[CH:14][CH:15]=2)[CH:10]=1)=[O:5])[CH3:2].[H-].[Na+].Br[CH2:19][C:20]1[CH:24]=[C:23]([C:25]2[S:26][C:27]([Cl:30])=[CH:28][CH:29]=2)[O:22][N:21]=1.O, predict the reaction product. The product is: [CH2:1]([O:3][C:4]([C:6]1[N:7]([CH2:19][C:20]2[CH:24]=[C:23]([C:25]3[S:26][C:27]([Cl:30])=[CH:28][CH:29]=3)[O:22][N:21]=2)[N:8]=[C:9]([C:11]2[S:12][CH:13]=[CH:14][CH:15]=2)[CH:10]=1)=[O:5])[CH3:2]. (2) Given the reactants [CH3:1][N:2]1[CH2:7][CH2:6][N:5]([C:8]2[CH:13]=[C:12]([N:14]3[CH:23]([CH3:24])[CH2:22][C:21]4[C:16](=[CH:17][C:18](B5OC(C)(C)C(C)(C)O5)=[CH:19][CH:20]=4)[CH2:15]3)[N:11]=[C:10]([NH2:34])[N:9]=2)[CH2:4][CH2:3]1.Br[C:36]1[CH:40]=[CH:39][N:38]([CH2:41][CH2:42][OH:43])[N:37]=1, predict the reaction product. The product is: [NH2:34][C:10]1[N:11]=[C:12]([N:14]2[CH:23]([CH3:24])[CH2:22][C:21]3[C:16](=[CH:17][C:18]([C:36]4[CH:40]=[CH:39][N:38]([CH2:41][CH2:42][OH:43])[N:37]=4)=[CH:19][CH:20]=3)[CH2:15]2)[CH:13]=[C:8]([N:5]2[CH2:6][CH2:7][N:2]([CH3:1])[CH2:3][CH2:4]2)[N:9]=1. (3) Given the reactants Br[C:2]1([Cl:14])[CH2:7][CH:6]=[CH:5][CH:4]=[C:3]1[C:8]1[CH:13]=[CH:12][CH:11]=[CH:10][CH:9]=1.[Li]CCCC.CCCCCC.CON(C)[C:29]([C@@H:31]1[CH2:36][CH2:35][CH2:34][N:33]([C:37]([O:39][C:40]([CH3:43])([CH3:42])[CH3:41])=[O:38])[CH2:32]1)=[O:30], predict the reaction product. The product is: [C:40]([O:39][C:37]([N:33]1[CH2:34][CH2:35][CH2:36][C@@H:31]([C:29](=[O:30])[C:9]2[CH:10]=[CH:11][CH:12]=[CH:13][C:8]=2[C:3]2[CH:4]=[CH:5][CH:6]=[CH:7][C:2]=2[Cl:14])[CH2:32]1)=[O:38])([CH3:43])([CH3:42])[CH3:41]. (4) Given the reactants [CH3:1][N:2]1[C:10]2[C:9]([O:11][CH2:12][C:13]3[CH:14]=[C:15]([CH:17]=[CH:18][CH:19]=3)[NH2:16])=[N:8][CH:7]=[N:6][C:5]=2[CH:4]=[CH:3]1.C(N(CC)CC)C.[C:27]([Cl:35])(=[O:34])[C:28]1[CH:33]=[CH:32][CH:31]=[CH:30][CH:29]=1.C(OC(=O)C)C.Cl, predict the reaction product. The product is: [ClH:35].[CH3:1][N:2]1[C:10]2[C:9]([O:11][CH2:12][C:13]3[CH:14]=[C:15]([NH:16][C:27](=[O:34])[C:28]4[CH:33]=[CH:32][CH:31]=[CH:30][CH:29]=4)[CH:17]=[CH:18][CH:19]=3)=[N:8][CH:7]=[N:6][C:5]=2[CH:4]=[CH:3]1. (5) Given the reactants [C:1]([NH:11][C@@H:12]([C:14]([OH:16])=O)[CH3:13])([O:3][CH2:4][C:5]1[CH:10]=[CH:9][CH:8]=[CH:7][CH:6]=1)=[O:2].[CH3:17][O:18][C:19]1[CH:24]=[CH:23][C:22]([CH:25]([NH2:34])[C:26]2[CH:31]=[CH:30][C:29]([O:32][CH3:33])=[CH:28][CH:27]=2)=[CH:21][CH:20]=1.ON1C2C=CC=CC=2N=N1.Cl.C(N=C=NCCCN(C)C)C, predict the reaction product. The product is: [CH3:33][O:32][C:29]1[CH:28]=[CH:27][C:26]([CH:25]([NH:34][C:14](=[O:16])[C@@H:12]([CH3:13])[NH:11][C:1]([O:3][CH2:4][C:5]2[CH:6]=[CH:7][CH:8]=[CH:9][CH:10]=2)=[O:2])[C:22]2[CH:23]=[CH:24][C:19]([O:18][CH3:17])=[CH:20][CH:21]=2)=[CH:31][CH:30]=1. (6) Given the reactants [Li+].[CH3:2]C([N-]C(C)C)C.[C:9]([C:12]12[CH2:21][CH:16]([C:17]([CH3:20])=[CH:18][CH2:19]1)[C:15](=[O:22])[CH2:14][CH:13]2[CH3:23])([CH3:11])=[CH2:10].CI.Cl, predict the reaction product. The product is: [C:9]([C:12]12[CH2:21][CH:16]([C:17]([CH3:20])=[CH:18][CH2:19]1)[C:15](=[O:22])[CH:14]([CH3:2])[CH:13]2[CH3:23])([CH3:11])=[CH2:10].